From a dataset of Forward reaction prediction with 1.9M reactions from USPTO patents (1976-2016). Predict the product of the given reaction. (1) Given the reactants [OH:1][C:2]1[C:7]2[C@@:8]3([OH:45])[C@@:21]([O:25][CH3:26])([C@H:22]([OH:24])[CH2:23][C:6]=2[CH:5]=[C:4]([CH3:46])[C:3]=1[C:47](O)=[O:48])[C:20](=[O:27])[C:19]1[C:10](=[CH:11][C:12]2[C:13](=[O:43])[C:14]([NH:30][CH:31]4[C@H:36]([O:37][CH3:38])[C@H:35]([OH:39])[C@@H:34]([O:40][CH3:41])[C@H:33]([CH3:42])[O:32]4)=[CH:15][C:16](=[O:29])[C:17]=2[C:18]=1[OH:28])[C:9]3=[O:44].O.ON1C2C=CC=CC=2N=N1.[C:61]1([N:67]2[CH2:72][CH2:71][NH:70][CH2:69][CH2:68]2)[CH:66]=[CH:65][CH:64]=[CH:63][CH:62]=1.[ClH:73], predict the reaction product. The product is: [ClH:73].[OH:1][C:2]1[C:7]2[C@@:8]3([OH:45])[C@@:21]([O:25][CH3:26])([C@H:22]([OH:24])[CH2:23][C:6]=2[CH:5]=[C:4]([CH3:46])[C:3]=1[C:47]([N:70]1[CH2:71][CH2:72][N:67]([C:61]2[CH:66]=[CH:65][CH:64]=[CH:63][CH:62]=2)[CH2:68][CH2:69]1)=[O:48])[C:20](=[O:27])[C:19]1[C:10](=[CH:11][C:12]2[C:13](=[O:43])[C:14]([NH:30][CH:31]4[C@H:36]([O:37][CH3:38])[C@H:35]([OH:39])[C@@H:34]([O:40][CH3:41])[C@H:33]([CH3:42])[O:32]4)=[CH:15][C:16](=[O:29])[C:17]=2[C:18]=1[OH:28])[C:9]3=[O:44]. (2) Given the reactants [C:1]([O:5][C:6](=[O:22])[NH:7][C:8]1[CH:13]=[C:12]([O:14][CH2:15][CH3:16])[C:11]([C:17]([F:20])([F:19])[F:18])=[CH:10][C:9]=1[NH2:21])([CH3:4])([CH3:3])[CH3:2].C([O:27][C:28](=O)[CH2:29][C:30]([C:32]1[CH:37]=[CH:36][CH:35]=[C:34]([C:38]2[CH:43]=[C:42]([CH3:44])[N:41]=[C:40]([CH3:45])[CH:39]=2)[CH:33]=1)=[O:31])(C)(C)C, predict the reaction product. The product is: [C:1]([O:5][C:6](=[O:22])[NH:7][C:8]1[CH:13]=[C:12]([O:14][CH2:15][CH3:16])[C:11]([C:17]([F:20])([F:19])[F:18])=[CH:10][C:9]=1[NH:21][C:28](=[O:27])[CH2:29][C:30]([C:32]1[CH:37]=[CH:36][CH:35]=[C:34]([C:38]2[CH:39]=[C:40]([CH3:45])[N:41]=[C:42]([CH3:44])[CH:43]=2)[CH:33]=1)=[O:31])([CH3:2])([CH3:3])[CH3:4]. (3) The product is: [CH:11]1([C:8]2[CH:7]=[CH:6][C:5]([CH2:4][OH:3])=[CH:10][CH:9]=2)[CH2:13][CH2:12]1. Given the reactants C([O:3][C:4](=O)[C:5]1[CH:10]=[CH:9][C:8]([CH:11]2[CH2:13][CH2:12]2)=[CH:7][CH:6]=1)C.[H-].[Al+3].[Li+].[H-].[H-].[H-], predict the reaction product. (4) Given the reactants [C:1]1([C@H:7]([NH:10][C:11]([C:13]2[CH:14]=[C:15](Br)[N:16]3[CH2:21][CH2:20][O:19][CH2:18][C:17]=23)=[O:12])[CH2:8][CH3:9])[CH:6]=[CH:5][CH:4]=[CH:3][CH:2]=1.N12CCCN=C1CCCCC2.[C:34]1([C@H:40]([NH2:43])[CH2:41][CH3:42])[CH:39]=[CH:38][CH:37]=[CH:36][CH:35]=1.[C:44](=O)([O-])[OH:45].[Na+], predict the reaction product. The product is: [C:34]1([C@H:40]([NH:43][C:44]([C:15]2[N:16]3[C:17]([CH2:18][O:19][CH2:20][CH2:21]3)=[C:13]([C:11]([NH:10][C@@H:7]([C:1]3[CH:6]=[CH:5][CH:4]=[CH:3][CH:2]=3)[CH2:8][CH3:9])=[O:12])[CH:14]=2)=[O:45])[CH2:41][CH3:42])[CH:39]=[CH:38][CH:37]=[CH:36][CH:35]=1. (5) The product is: [C:10]([C:13]1[CH:17]=[C:16]([Cl:18])[S:15][C:14]=1[O:7][C:1]1[CH:6]=[CH:5][CH:4]=[CH:3][CH:2]=1)(=[O:12])[CH3:11]. Given the reactants [C:1]1([OH:7])[CH:6]=[CH:5][CH:4]=[CH:3][CH:2]=1.[H-].[Na+].[C:10]([C:13]1[CH:17]=[C:16]([Cl:18])[S:15][C:14]=1Cl)(=[O:12])[CH3:11].O, predict the reaction product. (6) Given the reactants [CH3:1][N:2]1[C:6]([CH3:7])=[C:5]([C:8]([NH:10][C:11]2[CH:33]=[CH:32][C:14]([O:15][C:16]3[CH:21]=[CH:20][N:19]=[C:18]([NH:22][C:23](=O)[O:24]C4C=CC=CC=4)[CH:17]=3)=[CH:13][CH:12]=2)=[O:9])[C:4](=[O:34])[N:3]1[C:35]1[CH:40]=[CH:39][CH:38]=[CH:37][CH:36]=1.[CH3:41][NH2:42], predict the reaction product. The product is: [CH3:1][N:2]1[C:6]([CH3:7])=[C:5]([C:8]([NH:10][C:11]2[CH:12]=[CH:13][C:14]([O:15][C:16]3[CH:21]=[CH:20][N:19]=[C:18]([NH:22][C:23]([NH:42][CH3:41])=[O:24])[CH:17]=3)=[CH:32][CH:33]=2)=[O:9])[C:4](=[O:34])[N:3]1[C:35]1[CH:40]=[CH:39][CH:38]=[CH:37][CH:36]=1. (7) Given the reactants C([N:9]1[CH2:21][C:20](=O)[C:19]2[C:18]3[C:13](=[CH:14][CH:15]=[C:16]([Cl:23])[CH:17]=3)[NH:12][C:11]=2[CH2:10]1)(=O)C1C=CC=CC=1.[NH2:24]N, predict the reaction product. The product is: [NH2:24][C:20]1[C:19]2[C:18]3[C:13](=[CH:14][CH:15]=[C:16]([Cl:23])[CH:17]=3)[NH:12][C:11]=2[CH:10]=[N:9][CH:21]=1. (8) Given the reactants [CH2:1]([SH:4])[CH2:2][SH:3].B(F)(F)F.[Br:9][C:10]1[CH:11]=[CH:12][C:13]([Cl:30])=[C:14]([C:16]([C:18]2[CH:23]=[CH:22][C:21]([O:24][CH2:25][C:26]([F:29])([F:28])[F:27])=[CH:20][CH:19]=2)=O)[CH:15]=1.C([O-])([O-])=O.[Na+].[Na+], predict the reaction product. The product is: [Br:9][C:10]1[CH:11]=[CH:12][C:13]([Cl:30])=[C:14]([C:16]2([C:18]3[CH:19]=[CH:20][C:21]([O:24][CH2:25][C:26]([F:27])([F:28])[F:29])=[CH:22][CH:23]=3)[S:4][CH2:1][CH2:2][S:3]2)[CH:15]=1. (9) Given the reactants [CH:1]([C:3]1[S:7][C:6]([CH3:8])=[C:5]([NH:9][C:10](=[O:19])[O:11][CH2:12][C:13]2[CH:18]=[CH:17][CH:16]=[CH:15][CH:14]=2)[CH:4]=1)=O.[H-].[Na+].CI.O.CN(C)[CH:27]=[O:28], predict the reaction product. The product is: [CH:27]([C:6]1[S:7][C:3]([CH3:1])=[C:4]([CH2:5][NH:9][C:10](=[O:19])[O:11][CH2:12][C:13]2[CH:14]=[CH:15][CH:16]=[CH:17][CH:18]=2)[CH:8]=1)=[O:28]. (10) Given the reactants [CH3:1][O:2][C:3]1[CH:8]=[CH:7][C:6](Cl)=[CH:5][CH:4]=1.[F:10][C:11]1[CH:16]=[CH:15][CH:14]=[CH:13][C:12]=1[C:17](=[O:20])[CH2:18][CH3:19].C(O[Na])(C)(C)C, predict the reaction product. The product is: [F:10][C:11]1[CH:16]=[CH:15][CH:14]=[CH:13][C:12]=1[C:17](=[O:20])[CH:18]([C:6]1[CH:7]=[CH:8][C:3]([O:2][CH3:1])=[CH:4][CH:5]=1)[CH3:19].